Dataset: Reaction yield outcomes from USPTO patents with 853,638 reactions. Task: Predict the reaction yield, written as a fraction of the theoretical maximum amount of product (1.0 means a 100% yield; for example, 0.34 means a 34% yield). (1) The reactants are C([O:8][C:9]1[CH:10]=[C:11]([CH2:25][C:26]([OH:28])=[O:27])[CH:12]=[C:13]([C:15]2[CH:20]=[CH:19][C:18]([C:21]([F:24])([F:23])[F:22])=[CH:17][CH:16]=2)[CH:14]=1)C1C=CC=CC=1.[CH3:29][CH2:30]O. The catalyst is [Pd]. The product is [CH2:29]([O:28][C:26](=[O:27])[CH2:25][C:11]1[CH:12]=[C:13]([C:15]2[CH:16]=[CH:17][C:18]([C:21]([F:23])([F:22])[F:24])=[CH:19][CH:20]=2)[CH:14]=[C:9]([OH:8])[CH:10]=1)[CH3:30]. The yield is 0.930. (2) The reactants are Cl.Br[C:3]1[CH:4]=[CH:5][C:6]2[C@H:16]3[C@H:12]([CH2:13][NH:14][CH2:15]3)[O:11][CH2:10][C:7]=2[C:8]=1[Cl:9].[CH3:17]B1OB(C)OB(C)O1.C(=O)([O-])[O-].[K+].[K+]. The catalyst is O1CCOCC1.C1C=CC([P]([Pd]([P](C2C=CC=CC=2)(C2C=CC=CC=2)C2C=CC=CC=2)([P](C2C=CC=CC=2)(C2C=CC=CC=2)C2C=CC=CC=2)[P](C2C=CC=CC=2)(C2C=CC=CC=2)C2C=CC=CC=2)(C2C=CC=CC=2)C2C=CC=CC=2)=CC=1. The product is [ClH:9].[Cl:9][C:8]1[C:7]2[CH2:10][O:11][C@@H:12]3[C@H:16]([C:6]=2[CH:5]=[CH:4][C:3]=1[CH3:17])[CH2:15][NH:14][CH2:13]3. The yield is 0.330. (3) The reactants are [C:1]([C:3]1[CH:8]=[CH:7][CH:6]=[CH:5][C:4]=1[CH:9]([CH3:14])[C:10]([O:12][CH3:13])=[O:11])#[CH:2].C(N(CC)CC)C.Cl[C:23]1[C:28]([C:29]([F:32])([F:31])[F:30])=[CH:27][N:26]=[C:25]([NH:33][C:34]2[CH:39]=[CH:38][C:37]([CH:40]3[CH2:45][CH2:44][N:43]([C:46]([O:48][C:49]([CH3:52])([CH3:51])[CH3:50])=[O:47])[CH2:42][CH2:41]3)=[CH:36][CH:35]=2)[N:24]=1.C1(P(C2C=CC=CC=2)C2C=CC=CC=2)C=CC=CC=1. The catalyst is CN(C)C=O.CCOC(C)=O.Cl[Pd](Cl)([P](C1C=CC=CC=1)(C1C=CC=CC=1)C1C=CC=CC=1)[P](C1C=CC=CC=1)(C1C=CC=CC=1)C1C=CC=CC=1.[Cu]I. The product is [CH3:13][O:12][C:10](=[O:11])[CH:9]([C:4]1[CH:5]=[CH:6][CH:7]=[CH:8][C:3]=1[C:1]#[C:2][C:27]1[C:28]([C:29]([F:30])([F:31])[F:32])=[CH:23][N:24]=[C:25]([NH:33][C:34]2[CH:39]=[CH:38][C:37]([CH:40]3[CH2:41][CH2:42][N:43]([C:46]([O:48][C:49]([CH3:52])([CH3:51])[CH3:50])=[O:47])[CH2:44][CH2:45]3)=[CH:36][CH:35]=2)[N:26]=1)[CH3:14]. The yield is 0.540. (4) The reactants are [CH2:1]([O:3][C:4](=[O:30])[CH:5]([C:19]1[CH:24]=[C:23]([C:25]#[N:26])[CH:22]=[CH:21][C:20]=1[N+:27]([O-:29])=[O:28])[C:6]1[CH:11]=[CH:10][C:9]([CH2:12][N:13]2[CH2:18][CH2:17][O:16][CH2:15][CH2:14]2)=[CH:8][N:7]=1)[CH3:2].C(O)C.[ClH:34].C(O)(C)C. The catalyst is C(OC(=O)C)CCC. The product is [ClH:34].[CH2:1]([O:3][C:4](=[O:30])[CH:5]([C:19]1[CH:24]=[C:23]([C:25]#[N:26])[CH:22]=[CH:21][C:20]=1[N+:27]([O-:29])=[O:28])[C:6]1[CH:11]=[CH:10][C:9]([CH2:12][N:13]2[CH2:14][CH2:15][O:16][CH2:17][CH2:18]2)=[CH:8][N:7]=1)[CH3:2]. The yield is 0.790.